From a dataset of Retrosynthesis with 50K atom-mapped reactions and 10 reaction types from USPTO. Predict the reactants needed to synthesize the given product. (1) Given the product C=CCC(CC=C)CO[SiH2]c1ccc([Sn](C)(C)C)cc1, predict the reactants needed to synthesize it. The reactants are: C=CCC(CC=C)CO[SiH2]c1ccc([Mg+])cc1.C[Sn](C)(C)Cl. (2) Given the product Nc1nc(N)c2c(OCC3CCN(C(=O)c4ccc(F)cc4F)CC3)cccc2n1, predict the reactants needed to synthesize it. The reactants are: Nc1nc(N)c2c(OCC3CCNCC3)cccc2n1.O=C(Cl)c1ccc(F)cc1F. (3) Given the product O=C(NN1CCc2ccccc2C1)Oc1ccc(C(=O)OCc2ccccc2)cc1, predict the reactants needed to synthesize it. The reactants are: NN1CCc2ccccc2C1.O=C(Cl)Oc1ccc(C(=O)OCc2ccccc2)cc1. (4) Given the product CN(C)c1ccccc1Nc1cc(CCc2ccccc2)ccc1C(=O)O, predict the reactants needed to synthesize it. The reactants are: CN(C)c1ccccc1Nc1cc(CCc2ccccc2)ccc1C(=O)OC(C)(C)C. (5) Given the product N[C@@H]1CO[C@@H]1COCc1ccccc1, predict the reactants needed to synthesize it. The reactants are: [N-]=[N+]=N[C@@H]1CO[C@@H]1COCc1ccccc1. (6) Given the product CC(C)(C)OC(=O)NC1CCN(c2cccc3ccc(-n4cnc5cc6c(cc54)OCCO6)nc23)CC1, predict the reactants needed to synthesize it. The reactants are: Brc1cccc2ccc(-n3cnc4cc5c(cc43)OCCO5)nc12.CC(C)(C)OC(=O)NC1CCNCC1. (7) Given the product CCOc1ccc2sc(Cc3cc(Br)ccc3Cl)cc2c1, predict the reactants needed to synthesize it. The reactants are: CCI.Oc1ccc2sc(Cc3cc(Br)ccc3Cl)cc2c1.